This data is from Forward reaction prediction with 1.9M reactions from USPTO patents (1976-2016). The task is: Predict the product of the given reaction. (1) Given the reactants [CH3:1][N:2]1[C:6]2=[N:7][CH:8]=[C:9]([C:11]([F:14])([F:13])[F:12])[CH:10]=[C:5]2[N:4]=[C:3]1[C:15]1[CH:20]=[CH:19][CH:18]=[CH:17][C:16]=1[S:21][CH2:22][CH2:23][CH3:24].I([O-])(=O)(=O)=[O:26].[Na+].C(=O)([O-])O.[Na+].S([O-])([O-])(=O)=S.[Na+].[Na+], predict the reaction product. The product is: [CH3:1][N:2]1[C:6]2=[N:7][CH:8]=[C:9]([C:11]([F:14])([F:13])[F:12])[CH:10]=[C:5]2[N:4]=[C:3]1[C:15]1[CH:20]=[CH:19][CH:18]=[CH:17][C:16]=1[S:21]([CH2:22][CH2:23][CH3:24])=[O:26]. (2) Given the reactants [CH2:1]([N:8]1[CH2:13][CH2:12][C:11]([C:15]2[CH:20]=[CH:19][CH:18]=[C:17]([Br:21])[C:16]=2[CH2:22][CH3:23])(O)[CH2:10][CH2:9]1)[C:2]1[CH:7]=[CH:6][CH:5]=[CH:4][CH:3]=1.Cl, predict the reaction product. The product is: [CH2:1]([N:8]1[CH2:9][CH:10]=[C:11]([C:15]2[CH:20]=[CH:19][CH:18]=[C:17]([Br:21])[C:16]=2[CH2:22][CH3:23])[CH2:12][CH2:13]1)[C:2]1[CH:3]=[CH:4][CH:5]=[CH:6][CH:7]=1. (3) The product is: [OH:24][C:9]1[CH:8]=[C:7]([CH2:6][C:5]([OH:25])=[O:4])[CH:16]=[C:15]2[C:10]=1[C@@H:11]1[CH2:22][C:21](=[O:23])[CH2:20][CH2:19][C@H:12]1[C:13]([CH3:18])([CH3:17])[O:14]2. Given the reactants [OH-].[Na+].C[O:4][C:5](=[O:25])[CH2:6][C:7]1[CH:16]=[C:15]2[C:10]([C@@H:11]3[CH2:22][C:21](=[O:23])[CH2:20][CH2:19][C@H:12]3[C:13]([CH3:18])([CH3:17])[O:14]2)=[C:9]([OH:24])[CH:8]=1.C1COCC1, predict the reaction product. (4) Given the reactants [CH3:1][C:2]1[C:10]([CH3:19])([CH2:11][CH2:12][CH2:13][CH2:14][S:15]([O-:18])(=[O:17])=[O:16])[C:9]2[C:4](=[CH:5][CH:6]=[C:7]([S:20]([O-:23])(=[O:22])=[O:21])[CH:8]=2)[N+:3]=1[CH2:24][CH2:25][CH2:26][CH2:27][S:28]([O-:31])(=[O:30])=[O:29].[Na+].[Na+].Cl, predict the reaction product. The product is: [NH:3](/[CH:2]=[CH:10]/[CH:11]=[CH:1]/[C:2]1[C:10]([CH3:19])([CH2:11][CH2:12][CH2:13][CH2:14][S:15]([OH:18])(=[O:16])=[O:17])[C:9]2[C:4](=[CH:5][CH:6]=[C:7]([S:20]([O-:23])(=[O:22])=[O:21])[CH:8]=2)[N+:3]=1[CH2:24][CH2:25][CH2:26][CH2:27][S:28]([OH:31])(=[O:29])=[O:30])[C:4]1[CH:9]=[CH:8][CH:7]=[CH:6][CH:5]=1. (5) Given the reactants [Cl:1][C:2]1[CH:3]=[C:4]([CH:9]([C:11]2[CH:16]=[CH:15][CH:14]=[CH:13][CH:12]=2)O)[CH:5]=[CH:6][C:7]=1[Cl:8].S(Cl)([Cl:19])=O, predict the reaction product. The product is: [Cl:8][C:7]1[CH:6]=[CH:5][C:4]([CH:9]([Cl:19])[C:11]2[CH:16]=[CH:15][CH:14]=[CH:13][CH:12]=2)=[CH:3][C:2]=1[Cl:1]. (6) The product is: [CH2:2]([O:9][C:10]1[CH:11]=[CH:12][C:13]([N:16]2[CH2:21][CH2:20][N:19]([CH2:22][CH2:23][C:24]([N:72]3[CH2:73][CH2:74][CH:69]([O:68][C:67]4[CH:75]=[CH:76][C:64]([N+:61]([O-:63])=[O:62])=[C:65]([C:77]([F:78])([F:79])[F:80])[CH:66]=4)[CH2:70][CH2:71]3)=[O:26])[CH2:18][CH2:17]2)=[CH:14][CH:15]=1)[C:3]1[CH:4]=[CH:5][CH:6]=[CH:7][CH:8]=1. Given the reactants [Li+].[CH2:2]([O:9][C:10]1[CH:15]=[CH:14][C:13]([N:16]2[CH2:21][CH2:20][N:19]([CH2:22][CH2:23][C:24]([O-:26])=O)[CH2:18][CH2:17]2)=[CH:12][CH:11]=1)[C:3]1[CH:8]=[CH:7][CH:6]=[CH:5][CH:4]=1.C(N(C(C)C)CC)(C)C.F[P-](F)(F)(F)(F)F.CN(C)C(ON1C2C=CC=CC=2N=N1)=[N+](C)C.Cl.[N+:61]([C:64]1[CH:76]=[CH:75][C:67]([O:68][CH:69]2[CH2:74][CH2:73][NH:72][CH2:71][CH2:70]2)=[CH:66][C:65]=1[C:77]([F:80])([F:79])[F:78])([O-:63])=[O:62], predict the reaction product. (7) Given the reactants [CH2:1]([C:5]1[N:6]=[N:7][C:8]([O:27][CH:28]2[CH2:33][CH2:32][N:31]([CH3:34])[CH2:30][CH2:29]2)=[CH:9][C:10]=1[C:11]1[CH:12]=[CH:13][C:14]([O:20][CH:21]2[CH2:26][CH2:25][CH2:24][CH2:23][CH2:22]2)=[C:15]([CH:19]=1)[C:16](O)=[O:17])[CH2:2][CH2:3][CH3:4].CN(C(ON1N=NC2C=CC=CC1=2)=[N+](C)C)C.F[P-](F)(F)(F)(F)F.C(N(C(C)C)CC)(C)C.[NH2:68][C:69]([CH3:73])([CH3:72])[CH2:70][OH:71], predict the reaction product. The product is: [CH2:1]([C:5]1[N:6]=[N:7][C:8]([O:27][CH:28]2[CH2:33][CH2:32][N:31]([CH3:34])[CH2:30][CH2:29]2)=[CH:9][C:10]=1[C:11]1[CH:12]=[CH:13][C:14]([O:20][CH:21]2[CH2:26][CH2:25][CH2:24][CH2:23][CH2:22]2)=[C:15]([CH:19]=1)[C:16]([NH:68][C:69]([CH3:73])([CH3:72])[CH2:70][OH:71])=[O:17])[CH2:2][CH2:3][CH3:4]. (8) Given the reactants [CH:1](=O)[C:2]1[CH:7]=[CH:6][CH:5]=[CH:4][CH:3]=1.[NH2:9][CH:10]([C:15]1[CH:20]=[CH:19][CH:18]=[CH:17][CH:16]=1)[C:11]([O:13][CH3:14])=[O:12].C(O[BH-](OC(=O)C)OC(=O)C)(=O)C.[Na+].C(=O)(O)[O-].[Na+], predict the reaction product. The product is: [CH2:1]([NH:9][CH:10]([C:15]1[CH:20]=[CH:19][CH:18]=[CH:17][CH:16]=1)[C:11]([O:13][CH3:14])=[O:12])[C:2]1[CH:7]=[CH:6][CH:5]=[CH:4][CH:3]=1.